Dataset: Catalyst prediction with 721,799 reactions and 888 catalyst types from USPTO. Task: Predict which catalyst facilitates the given reaction. (1) Reactant: [CH3:1][N:2]([CH3:52])[CH2:3][CH2:4][N:5]([CH2:49][CH2:50][OH:51])[C:6]([C@:8]12[CH2:45][CH2:44][C@@H:43]([C:46]([CH3:48])=[CH2:47])[C@@H:9]1[C@@H:10]1[C@@:23]([CH3:26])([CH2:24][CH2:25]2)[C@@:22]2([CH3:27])[C@@H:13]([C@:14]3([CH3:42])[C@@H:19]([CH2:20][CH2:21]2)[C:18]([CH3:29])([CH3:28])[C:17]([C:30]2[CH:41]=[CH:40][C:33]([C:34]([O:36]CCO)=[O:35])=[CH:32][CH:31]=2)=[CH:16][CH2:15]3)[CH2:12][CH2:11]1)=[O:7].[OH-].[Na+]. Product: [CH3:52][N:2]([CH3:1])[CH2:3][CH2:4][N:5]([CH2:49][CH2:50][OH:51])[C:6]([C@:8]12[CH2:45][CH2:44][C@@H:43]([C:46]([CH3:48])=[CH2:47])[C@@H:9]1[C@@H:10]1[C@@:23]([CH3:26])([CH2:24][CH2:25]2)[C@@:22]2([CH3:27])[C@@H:13]([C@:14]3([CH3:42])[C@@H:19]([CH2:20][CH2:21]2)[C:18]([CH3:29])([CH3:28])[C:17]([C:30]2[CH:41]=[CH:40][C:33]([C:34]([OH:36])=[O:35])=[CH:32][CH:31]=2)=[CH:16][CH2:15]3)[CH2:12][CH2:11]1)=[O:7]. The catalyst class is: 38. (2) The catalyst class is: 2. Product: [CH:1]1([NH:7][C:41](=[O:42])[C:40]2[CH:44]=[C:36]([CH2:35][C:29]3[C:30](=[O:34])[C:31]([O:32][CH3:33])=[C:26]([O:25][CH3:24])[C:27](=[O:54])[C:28]=3[CH3:53])[CH:37]=[CH:38][C:39]=2[O:45][CH2:46][C:47]2[CH:48]=[N:49][CH:50]=[CH:51][CH:52]=2)[CH2:6][CH2:5][CH2:4][CH2:3][CH2:2]1. Reactant: [CH:1]1([NH2:7])[CH2:6][CH2:5][CH2:4][CH2:3][CH2:2]1.C(N(CC)CC)C.[Cl-].ClC1N(C)CC[NH+]1C.[CH3:24][O:25][C:26]1[C:27](=[O:54])[C:28]([CH3:53])=[C:29]([CH2:35][C:36]2[CH:37]=[CH:38][C:39]([O:45][CH2:46][C:47]3[CH:48]=[N:49][CH:50]=[CH:51][CH:52]=3)=[C:40]([CH:44]=2)[C:41](O)=[O:42])[C:30](=[O:34])[C:31]=1[O:32][CH3:33]. (3) Reactant: [CH:1]1([C:8]([OH:10])=[O:9])[CH2:7][CH2:6][CH2:5][CH2:4][CH2:3][CH2:2]1.[CH3:11]O.S(=O)(=O)(O)O. Product: [CH3:11][O:9][C:8]([CH:1]1[CH2:7][CH2:6][CH2:5][CH2:4][CH2:3][CH2:2]1)=[O:10]. The catalyst class is: 11. (4) Reactant: [Cl:1][C:2]1[CH:3]=[C:4]([NH:8][C:9]2[CH:14]=[C:13]([NH:15][CH:16]3[CH2:21][CH2:20][NH:19][CH2:18][CH2:17]3)[N:12]3[N:22]=[CH:23][C:24]([CH:25]=[C:26]4[NH:30][C:29](=[O:31])[NH:28][C:27]4=[O:32])=[C:11]3[N:10]=2)[CH:5]=[CH:6][CH:7]=1.[CH3:33][C:34](O)=O.C(=O)C.C(O[BH-](OC(=O)C)OC(=O)C)(=O)C.[Na+]. Product: [Cl:1][C:2]1[CH:3]=[C:4]([NH:8][C:9]2[CH:14]=[C:13]([NH:15][CH:16]3[CH2:21][CH2:20][N:19]([CH2:33][CH3:34])[CH2:18][CH2:17]3)[N:12]3[N:22]=[CH:23][C:24]([CH:25]=[C:26]4[NH:30][C:29](=[O:31])[NH:28][C:27]4=[O:32])=[C:11]3[N:10]=2)[CH:5]=[CH:6][CH:7]=1. The catalyst class is: 1. (5) Reactant: [H-].[Al+3].[Li+].[H-].[H-].[H-].[CH3:7][N:8]1[CH:16]=[C:15]2[C:10]([CH:11]=[CH:12][CH:13]=[C:14]2[C@@H:17]2[CH2:19][C@H:18]2[CH:20]=[N:21]O)=[N:9]1.O.O.O.O.O.O.O.O.O.O.S([O-])([O-])(=O)=O.[Na+].[Na+]. Product: [CH3:7][N:8]1[CH:16]=[C:15]2[C:10]([CH:11]=[CH:12][CH:13]=[C:14]2[C@@H:17]2[CH2:19][C@H:18]2[CH2:20][NH2:21])=[N:9]1. The catalyst class is: 7. (6) Reactant: II.[Br:3][C:4]1[CH:5]=[CH:6][C:7]([N:10]2[CH2:14][CH2:13][C@@H:12]([NH:15][C:16](=O)[CH2:17][O:18]C)[CH2:11]2)=[N:8][CH:9]=1.[BH4-].[Na+]. Product: [Br:3][C:4]1[CH:5]=[CH:6][C:7]([N:10]2[CH2:14][CH2:13][C@@H:12]([NH:15][CH2:16][CH2:17][OH:18])[CH2:11]2)=[N:8][CH:9]=1. The catalyst class is: 7. (7) Reactant: [NH:1]1[CH:5]=[C:4]([C:6]([OH:8])=O)[N:3]=[N:2]1.CCN(C(C)C)C(C)C.CN(C(ON1N=NC2C=CC=NC1=2)=[N+](C)C)C.F[P-](F)(F)(F)(F)F.[CH3:42][N:43]([CH3:70])[C:44]([CH2:46][O:47][C:48](=[O:69])[C@@:49]([CH2:67][OH:68])([CH3:66])[CH2:50][C@H:51]([NH2:65])[CH2:52][C:53]1[CH:58]=[CH:57][C:56]([C:59]2[CH:64]=[CH:63][CH:62]=[CH:61][CH:60]=2)=[CH:55][CH:54]=1)=[O:45]. The catalyst class is: 3. Product: [CH3:70][N:43]([CH3:42])[C:44]([CH2:46][O:47][C:48](=[O:69])[C@@:49]([CH2:67][OH:68])([CH3:66])[CH2:50][C@H:51]([NH:65][C:6]([C:4]1[NH:3][N:2]=[N:1][CH:5]=1)=[O:8])[CH2:52][C:53]1[CH:54]=[CH:55][C:56]([C:59]2[CH:64]=[CH:63][CH:62]=[CH:61][CH:60]=2)=[CH:57][CH:58]=1)=[O:45]. (8) Reactant: [Cl:1][C:2]1[CH:7]=[CH:6][C:5]([C:8]2[C:17](=[O:18])[C:16]3[C:11](=[C:12]([N+:29]([O-:31])=[O:30])[C:13]([NH:19]CC4C=CC(OC)=CC=4)=[CH:14][CH:15]=3)[O:10][C:9]=2[CH:32]([CH3:34])[CH3:33])=[CH:4][CH:3]=1. Product: [NH2:19][C:13]1[C:12]([N+:29]([O-:31])=[O:30])=[C:11]2[C:16]([C:17](=[O:18])[C:8]([C:5]3[CH:4]=[CH:3][C:2]([Cl:1])=[CH:7][CH:6]=3)=[C:9]([CH:32]([CH3:33])[CH3:34])[O:10]2)=[CH:15][CH:14]=1. The catalyst class is: 55. (9) Reactant: Br[C:2]1[CH:10]=[CH:9][CH:8]=[C:7]2[C:3]=1[CH2:4][CH2:5][CH:6]2[N:11]([C:26](=[O:31])[C:27]([F:30])([F:29])[F:28])[C:12]1[CH:25]=[CH:24][C:15]2[C@H:16]([CH2:19][C:20]([O:22][CH3:23])=[O:21])[CH2:17][O:18][C:14]=2[CH:13]=1.[F:32][C:33]1[CH:34]=[CH:35][C:36]([N+:40]([O-:42])=[O:41])=[C:37]([CH:39]=1)[NH2:38].P([O-])([O-])([O-])=O.[K+].[K+].[K+].C1(P(C2CCCCC2)C2C=CC=CC=2C2C(C(C)C)=CC(C(C)C)=CC=2C(C)C)CCCCC1. Product: [F:32][C:33]1[CH:34]=[CH:35][C:36]([N+:40]([O-:42])=[O:41])=[C:37]([NH:38][C:2]2[CH:10]=[CH:9][CH:8]=[C:7]3[C:3]=2[CH2:4][CH2:5][CH:6]3[N:11]([C:26](=[O:31])[C:27]([F:30])([F:29])[F:28])[C:12]2[CH:25]=[CH:24][C:15]3[C@H:16]([CH2:19][C:20]([O:22][CH3:23])=[O:21])[CH2:17][O:18][C:14]=3[CH:13]=2)[CH:39]=1. The catalyst class is: 491.